Dataset: Full USPTO retrosynthesis dataset with 1.9M reactions from patents (1976-2016). Task: Predict the reactants needed to synthesize the given product. (1) The reactants are: [CH3:1][O:2][CH2:3][CH2:4][CH2:5][C:6]1[C:15]2[C:10](=[CH:11][CH:12]=[C:13]([CH:16]=[O:17])[CH:14]=2)[O:9][C:8]([CH3:19])([CH3:18])[CH:7]=1.[BH4-].[Li+].CO.O. Given the product [CH3:1][O:2][CH2:3][CH2:4][CH2:5][C:6]1[C:15]2[C:10](=[CH:11][CH:12]=[C:13]([CH2:16][OH:17])[CH:14]=2)[O:9][C:8]([CH3:19])([CH3:18])[CH:7]=1, predict the reactants needed to synthesize it. (2) Given the product [Br:1][C:2]1[CH:7]=[C:6]([O:8][CH3:11])[C:5]([F:9])=[C:4]([F:10])[CH:3]=1, predict the reactants needed to synthesize it. The reactants are: [Br:1][C:2]1[CH:3]=[C:4]([F:10])[C:5]([F:9])=[C:6]([OH:8])[CH:7]=1.[C:11]([O-])([O-])=O.[K+].[K+].IC. (3) Given the product [Cl:1][C:2]1[N:7]=[C:6]([O:12][CH3:10])[C:5]([Cl:9])=[CH:4][N:3]=1, predict the reactants needed to synthesize it. The reactants are: [Cl:1][C:2]1[N:7]=[C:6](Cl)[C:5]([Cl:9])=[CH:4][N:3]=1.[CH2:10]([O:12]CC)C.C[O-].[Na+]. (4) Given the product [Cl:1][C:2]1[CH:7]=[CH:6][C:5]([C:8]2[N:9]=[C:10]3[N:14]([C:15]=2[CH2:16][OH:17])[CH:13]=[C:12]([CH:18]([OH:19])[CH3:20])[S:11]3)=[CH:4][CH:3]=1, predict the reactants needed to synthesize it. The reactants are: [Cl:1][C:2]1[CH:7]=[CH:6][C:5]([C:8]2[N:9]=[C:10]3[N:14]([C:15]=2[CH2:16][OH:17])[CH:13]=[C:12]([CH:18]=[O:19])[S:11]3)=[CH:4][CH:3]=1.[CH3:20][Mg]Br.